Dataset: Forward reaction prediction with 1.9M reactions from USPTO patents (1976-2016). Task: Predict the product of the given reaction. (1) Given the reactants [Cl:1][C:2]1[CH:10]=[CH:9][C:8]([F:11])=[CH:7][C:3]=1[C:4]([OH:6])=[O:5].OS(O)(=O)=O.[CH3:17]O, predict the reaction product. The product is: [Cl:1][C:2]1[CH:10]=[CH:9][C:8]([F:11])=[CH:7][C:3]=1[C:4]([O:6][CH3:17])=[O:5]. (2) Given the reactants [F:1][C:2]([F:19])([F:18])[C:3]1[CH:8]=[CH:7][C:6]([S:9]([N:12]2[CH2:17][CH2:16][NH:15][CH2:14][CH2:13]2)(=[O:11])=[O:10])=[CH:5][CH:4]=1.C1C=CC2N(O)N=NC=2C=1.O.CN(C(ON1N=NC2C=CC=CC1=2)=[N+](C)C)C.F[P-](F)(F)(F)(F)F.[CH3:55][C:56]1[N:61]=[C:60]([C:62](O)=[O:63])[CH:59]=[CH:58][CH:57]=1.CCN(C(C)C)C(C)C, predict the reaction product. The product is: [CH3:55][C:56]1[N:61]=[C:60]([C:62]([N:15]2[CH2:16][CH2:17][N:12]([S:9]([C:6]3[CH:5]=[CH:4][C:3]([C:2]([F:1])([F:18])[F:19])=[CH:8][CH:7]=3)(=[O:10])=[O:11])[CH2:13][CH2:14]2)=[O:63])[CH:59]=[CH:58][CH:57]=1.